The task is: Regression. Given two drug SMILES strings and cell line genomic features, predict the synergy score measuring deviation from expected non-interaction effect.. This data is from Merck oncology drug combination screen with 23,052 pairs across 39 cell lines. (1) Cell line: RPMI7951. Drug 2: O=C(NOCC(O)CO)c1ccc(F)c(F)c1Nc1ccc(I)cc1F. Drug 1: Cn1nnc2c(C(N)=O)ncn2c1=O. Synergy scores: synergy=21.9. (2) Drug 1: NC(=O)c1cccc2cn(-c3ccc(C4CCCNC4)cc3)nc12. Drug 2: CCc1cnn2c(NCc3ccc[n+]([O-])c3)cc(N3CCCCC3CCO)nc12. Cell line: NCIH1650. Synergy scores: synergy=2.26.